From a dataset of NCI-60 drug combinations with 297,098 pairs across 59 cell lines. Regression. Given two drug SMILES strings and cell line genomic features, predict the synergy score measuring deviation from expected non-interaction effect. (1) Drug 1: C1=NC2=C(N=C(N=C2N1C3C(C(C(O3)CO)O)O)F)N. Drug 2: CN(CCCl)CCCl.Cl. Cell line: OVCAR3. Synergy scores: CSS=11.2, Synergy_ZIP=1.32, Synergy_Bliss=8.25, Synergy_Loewe=-4.24, Synergy_HSA=1.08. (2) Drug 1: C1C(C(OC1N2C=C(C(=O)NC2=O)F)CO)O. Drug 2: C1=CC=C(C(=C1)C(C2=CC=C(C=C2)Cl)C(Cl)Cl)Cl. Cell line: UACC-257. Synergy scores: CSS=2.30, Synergy_ZIP=-1.12, Synergy_Bliss=-5.36, Synergy_Loewe=-8.46, Synergy_HSA=-6.27.